Dataset: Forward reaction prediction with 1.9M reactions from USPTO patents (1976-2016). Task: Predict the product of the given reaction. (1) Given the reactants C[O:2][C:3]1[CH:8]=[CH:7][C:6]([N:9]2[C:18]3[C:13](=[CH:14][C:15]([OH:21])=[C:16]([CH3:20])[C:17]=3[CH3:19])[CH2:12][CH2:11][CH:10]2[CH3:22])=[CH:5][CH:4]=1.B(Br)(Br)Br, predict the reaction product. The product is: [OH:2][C:3]1[CH:4]=[CH:5][C:6]([N:9]2[C:18]3[C:13](=[CH:14][C:15]([OH:21])=[C:16]([CH3:20])[C:17]=3[CH3:19])[CH2:12][CH2:11][CH:10]2[CH3:22])=[CH:7][CH:8]=1. (2) Given the reactants [CH3:1][O:2][C:3]([NH:5][C@@H:6]([CH:24]([CH3:26])[CH3:25])[C:7]([N:9]1[C@H:13]([C:14]([O:16]CC)=[O:15])[CH2:12][C:11]2([CH2:23][CH2:22][O:21][CH2:20][CH2:19]2)[CH2:10]1)=[O:8])=[O:4].C1COCC1.[Li+].[OH-], predict the reaction product. The product is: [CH3:1][O:2][C:3]([NH:5][C@@H:6]([CH:24]([CH3:26])[CH3:25])[C:7]([N:9]1[CH:13]([C:14]([OH:16])=[O:15])[CH2:12][C:11]2([CH2:19][CH2:20][O:21][CH2:22][CH2:23]2)[CH2:10]1)=[O:8])=[O:4]. (3) Given the reactants [CH2:1]([C:5]1[C:14]2[C:9](=[CH:10][CH:11]=[C:12]([C:15]([OH:17])=O)[CH:13]=2)[CH:8]=[CH:7][N:6]=1)[CH2:2][CH2:3][CH3:4].C(N(CC)C(C)C)(C)C.CN(C(ON1N=NC2C=CC=CC1=2)=[N+](C)C)C.F[P-](F)(F)(F)(F)F.[NH2:51][C@@H:52]([CH2:66][C:67]1[CH:72]=[C:71]([F:73])[CH:70]=[C:69]([F:74])[CH:68]=1)[C@H:53]([OH:65])[CH2:54][NH:55][CH2:56][C:57]1[CH:62]=[CH:61][CH:60]=[C:59]([CH2:63][CH3:64])[CH:58]=1, predict the reaction product. The product is: [CH2:1]([C:5]1[C:14]2[C:9](=[CH:10][CH:11]=[C:12]([C:15]([NH:51][C@@H:52]([CH2:66][C:67]3[CH:68]=[C:69]([F:74])[CH:70]=[C:71]([F:73])[CH:72]=3)[C@H:53]([OH:65])[CH2:54][NH:55][CH2:56][C:57]3[CH:62]=[CH:61][CH:60]=[C:59]([CH2:63][CH3:64])[CH:58]=3)=[O:17])[CH:13]=2)[CH:8]=[CH:7][N:6]=1)[CH2:2][CH2:3][CH3:4]. (4) Given the reactants [NH2:1][C:2]1[CH:10]=[C:9]2[C:5]([C:6]([CH3:15])([CH3:14])[C:7](=[O:13])[N:8]2[CH2:11][CH3:12])=[CH:4][CH:3]=1.[C:16](O)(=[O:23])[C:17]1[CH:22]=[CH:21][CH:20]=[N:19][CH:18]=1, predict the reaction product. The product is: [CH2:11]([N:8]1[C:9]2[C:5](=[CH:4][CH:3]=[C:2]([NH:1][C:16](=[O:23])[C:17]3[CH:22]=[CH:21][CH:20]=[N:19][CH:18]=3)[CH:10]=2)[C:6]([CH3:14])([CH3:15])[C:7]1=[O:13])[CH3:12].